Task: Predict the reaction yield, written as a fraction of the theoretical maximum amount of product (1.0 means a 100% yield; for example, 0.34 means a 34% yield).. Dataset: Reaction yield outcomes from USPTO patents with 853,638 reactions (1) The reactants are [CH:1]([O:4][C:5]([N:7]1[CH2:12][CH2:11][CH:10]([O:13][C:14]2[C:19]([CH3:20])=[C:18](Cl)[N:17]=[CH:16][N:15]=2)[CH2:9][CH2:8]1)=[O:6])([CH3:3])[CH3:2].[Cl:22][C:23]1[N:28]=[C:27]([CH3:29])[C:26]([OH:30])=[CH:25][CH:24]=1.C(=O)([O-])[O-].[K+].[K+]. The catalyst is CN(C=O)C. The product is [CH:1]([O:4][C:5]([N:7]1[CH2:12][CH2:11][CH:10]([O:13][C:14]2[C:19]([CH3:20])=[C:18]([O:30][C:26]3[C:27]([CH3:29])=[N:28][C:23]([Cl:22])=[CH:24][CH:25]=3)[N:17]=[CH:16][N:15]=2)[CH2:9][CH2:8]1)=[O:6])([CH3:3])[CH3:2]. The yield is 0.710. (2) The reactants are Cl[C:2]1[C:11]2[C:6](=[CH:7][C:8]([CH3:12])=[CH:9][CH:10]=2)[N:5]=[C:4]([C:13]2[CH:18]=[CH:17][CH:16]=[CH:15][C:14]=2[OH:19])[N:3]=1.C(N(CC)CC)C.C(O)(=O)C(O)=O.[NH:33]1[CH2:38][CH2:37][CH2:36][C@@H:35]([CH2:39][NH:40][C:41](=[O:47])[O:42][C:43]([CH3:46])([CH3:45])[CH3:44])[CH2:34]1. The catalyst is C(Cl)Cl. The product is [OH:19][C:14]1[CH:15]=[CH:16][CH:17]=[CH:18][C:13]=1[C:4]1[N:3]=[C:2]([N:33]2[CH2:38][CH2:37][CH2:36][C@@H:35]([CH2:39][NH:40][C:41](=[O:47])[O:42][C:43]([CH3:45])([CH3:44])[CH3:46])[CH2:34]2)[C:11]2[C:6](=[CH:7][C:8]([CH3:12])=[CH:9][CH:10]=2)[N:5]=1. The yield is 0.880.